Dataset: Reaction yield outcomes from USPTO patents with 853,638 reactions. Task: Predict the reaction yield, written as a fraction of the theoretical maximum amount of product (1.0 means a 100% yield; for example, 0.34 means a 34% yield). (1) The reactants are [CH3:1][O:2][C:3]1[CH:8]=[CH:7][CH:6]=[CH:5][C:4]=1[C:9]1[C:17]2[C:12](=[N:13][CH:14]=[C:15](B3OC(C)(C)C(C)(C)O3)[CH:16]=2)[N:11]([CH2:27][O:28][CH2:29][CH2:30][Si:31]([CH3:34])([CH3:33])[CH3:32])[N:10]=1.Br[C:36]1[CH:37]=[C:38]([CH2:42][C:43]([OH:45])=[O:44])[CH:39]=[CH:40][CH:41]=1.C1COCC1.C(=O)([O-])[O-].[Na+].[Na+]. The catalyst is C(#N)C. The product is [CH3:1][O:2][C:3]1[CH:8]=[CH:7][CH:6]=[CH:5][C:4]=1[C:9]1[C:17]2[C:12](=[N:13][CH:14]=[C:15]([C:36]3[CH:37]=[C:38]([CH2:42][C:43]([OH:45])=[O:44])[CH:39]=[CH:40][CH:41]=3)[CH:16]=2)[N:11]([CH2:27][O:28][CH2:29][CH2:30][Si:31]([CH3:32])([CH3:33])[CH3:34])[N:10]=1. The yield is 0.670. (2) The catalyst is [Pt].[O-2].[V+5].[O-2].[O-2].[O-2].[O-2].[V+5]. The yield is 0.799. The reactants are [N+:1]([C:4]1[CH:9]=[CH:8][CH:7]=[CH:6][CH:5]=1)([O-])=O.NC1C=CC=CC=1.[CH:17](O)=[O:18]. The product is [CH:17]([NH:1][C:4]1[CH:9]=[CH:8][CH:7]=[CH:6][CH:5]=1)=[O:18].